The task is: Predict the product of the given reaction.. This data is from Forward reaction prediction with 1.9M reactions from USPTO patents (1976-2016). (1) The product is: [CH3:16][N:15]([CH3:17])[CH2:14][CH2:13][N:6]1[CH:5]=[CH:4][C:3]2[C:8](=[CH:9][CH:10]=[CH:11][C:2]=2[NH:1][C:49](=[O:50])[CH2:48][C:45]2[CH:46]=[CH:47][C:42]([CH3:52])=[CH:43][CH:44]=2)[C:7]1=[O:12]. Given the reactants [NH2:1][C:2]1[CH:11]=[CH:10][CH:9]=[C:8]2[C:3]=1[CH:4]=[CH:5][N:6]([CH2:13][CH2:14][N:15]([CH3:17])[CH3:16])[C:7]2=[O:12].CN(C(ON1N=NC2C=CC=NC1=2)=[N+](C)C)C.F[P-](F)(F)(F)(F)F.[C:42]1([CH3:52])[CH:47]=[CH:46][C:45]([CH2:48][C:49](O)=[O:50])=[CH:44][CH:43]=1.CCN(C(C)C)C(C)C, predict the reaction product. (2) Given the reactants [C:1]([C:3]1[C:4](F)=[C:5]([CH:9]=[CH:10][C:11]=1[O:12][CH:13]1[CH2:16][CH2:15][CH2:14]1)[C:6]([OH:8])=O)#[N:2].N.C([N:22](C(C)C)CC)(C)C.C1CN([P+](ON2N=NC3C=CC=CC2=3)(N2CCCC2)N2CCCC2)CC1.F[P-](F)(F)(F)(F)F.[SH:61][CH2:62][C:63]([NH2:65])=[O:64].[O-]CC.[Na+], predict the reaction product. The product is: [NH2:2][C:1]1[C:3]2[C:11]([O:12][CH:13]3[CH2:16][CH2:15][CH2:14]3)=[CH:10][CH:9]=[C:5]([C:6]([NH2:22])=[O:8])[C:4]=2[S:61][C:62]=1[C:63]([NH2:65])=[O:64]. (3) Given the reactants [I:1][C:2]1[CH:7]=[CH:6][N:5]=[C:4]([O:8][CH3:9])[C:3]=1[C:10]([OH:12])=O.C(N(CC)CC)C.F[P-](F)(F)(F)(F)F.N1(OC(N(C)C)=[N+](C)C)C2N=CC=CC=2N=N1.Cl.Cl.Cl.[CH3:47][C:48]1([CH3:55])[CH2:52][CH2:51][CH2:50][CH:49]1[NH:53][NH2:54], predict the reaction product. The product is: [CH3:47][C:48]1([CH3:55])[CH2:52][CH2:51][CH2:50][CH:49]1[NH:53][NH:54][C:10](=[O:12])[C:3]1[C:2]([I:1])=[CH:7][CH:6]=[N:5][C:4]=1[O:8][CH3:9].